This data is from Reaction yield outcomes from USPTO patents with 853,638 reactions. The task is: Predict the reaction yield, written as a fraction of the theoretical maximum amount of product (1.0 means a 100% yield; for example, 0.34 means a 34% yield). The reactants are N[C:2]1N=C(O)C(NC(=O)CCOC2C=CC(F)=CC=2)=C(O)N=1.P12(SP3(SP(SP(S3)(S1)=S)(=S)S2)=S)=S.[NH2:37][C:38]1[N:39]=[C:40]([SH:57])[C:41]2[N:46]=[C:45]([CH2:47][CH2:48][O:49][C:50]3[CH:55]=[CH:54][C:53]([F:56])=[CH:52][CH:51]=3)[S:44][C:42]=2[N:43]=1.C(N(CC)CC)C.IC. The catalyst is N1C=CC=CC=1.CS(C)=O.O. The product is [F:56][C:53]1[CH:54]=[CH:55][C:50]([O:49][CH2:48][CH2:47][C:45]2[S:44][C:42]3[N:43]=[C:38]([NH2:37])[N:39]=[C:40]([S:57][CH3:2])[C:41]=3[N:46]=2)=[CH:51][CH:52]=1. The yield is 0.150.